This data is from Full USPTO retrosynthesis dataset with 1.9M reactions from patents (1976-2016). The task is: Predict the reactants needed to synthesize the given product. (1) The reactants are: [CH3:1][N:2]([CH3:33])[CH2:3][C:4]([N:6]1[CH2:10][CH2:9][CH:8]([O:11][C:12]2[CH:17]=[C:16]([F:18])[CH:15]=[CH:14][C:13]=2[NH:19][C:20]2[C:21]3[C:28]([CH3:29])=[C:27]([C:30]([OH:32])=O)[S:26][C:22]=3[N:23]=[CH:24][N:25]=2)[CH2:7]1)=[O:5].[NH3:34]. Given the product [CH3:33][N:2]([CH3:1])[CH2:3][C:4]([N:6]1[CH2:10][CH2:9][CH:8]([O:11][C:12]2[CH:17]=[C:16]([F:18])[CH:15]=[CH:14][C:13]=2[NH:19][C:20]2[C:21]3[C:28]([CH3:29])=[C:27]([C:30]([NH2:34])=[O:32])[S:26][C:22]=3[N:23]=[CH:24][N:25]=2)[CH2:7]1)=[O:5], predict the reactants needed to synthesize it. (2) Given the product [Si:25]([O:32][CH2:33][C@@H:34]1[C:35]([CH:52]([CH3:54])[CH3:53])=[CH:36][C:37](=[O:47])[CH2:38][N:39]1[C:40]([O:42][C:43]([CH3:45])([CH3:44])[CH3:46])=[O:41])([C:28]([CH3:29])([CH3:30])[CH3:31])([CH3:27])[CH3:26], predict the reactants needed to synthesize it. The reactants are: [Si](OC[C@@H]1C(C)=CC(=O)CN1C(OC(C)(C)C)=O)(C(C)(C)C)(C)C.[Si:25]([O:32][CH2:33][C@H:34]1[N:39]([C:40]([O:42][C:43]([CH3:46])([CH3:45])[CH3:44])=[O:41])[CH2:38][C:37]([O:47][Si](C)(C)C)=[CH:36][CH:35]1[CH:52]([CH3:54])[CH3:53])([C:28]([CH3:31])([CH3:30])[CH3:29])([CH3:27])[CH3:26]. (3) Given the product [NH2:82][C:77]1[C:76]([CH2:75][N:73]2[CH:74]=[C:70]([NH:69][C:50]([C:37]3[C:36]4[CH2:35][CH2:34][C:33]([CH3:32])([CH3:53])[CH2:41][C:40]=4[NH:39][N:38]=3)=[O:52])[CH:71]=[N:72]2)=[CH:81][CH:80]=[CH:79][N:78]=1, predict the reactants needed to synthesize it. The reactants are: C(C1C=C(C=CC=1)CN1C=C(NC(C2C3CCC(C4C=NNC=4)CC=3NN=2)=O)C=N1)#N.[CH3:32][C:33]1([CH3:53])[CH2:41][C:40]2[N:39](COCC[Si](C)(C)C)[N:38]=[C:37]([C:50]([OH:52])=O)[C:36]=2[CH2:35][CH2:34]1.NC1C=NN(CC2C=C(C=CC=2)C#N)C=1.[NH2:69][C:70]1[CH:71]=[N:72][N:73]([CH2:75][C:76]2[C:77]([NH2:82])=[N:78][CH:79]=[CH:80][CH:81]=2)[CH:74]=1.